Dataset: Peptide-MHC class II binding affinity with 134,281 pairs from IEDB. Task: Regression. Given a peptide amino acid sequence and an MHC pseudo amino acid sequence, predict their binding affinity value. This is MHC class II binding data. (1) The peptide sequence is NLDVYDWSIPDDLLA. The MHC is HLA-DQA10101-DQB10501 with pseudo-sequence HLA-DQA10101-DQB10501. The binding affinity (normalized) is 0.807. (2) The peptide sequence is ALLPRAGAAAAAALP. The MHC is HLA-DQA10501-DQB10201 with pseudo-sequence HLA-DQA10501-DQB10201. The binding affinity (normalized) is 0.232. (3) The binding affinity (normalized) is 0.483. The MHC is DRB1_0901 with pseudo-sequence DRB1_0901. The peptide sequence is ISYGGGWRLSAQWQK. (4) The peptide sequence is NLNIKLNMPLYIAGN. The binding affinity (normalized) is 0.531. The MHC is DRB1_0802 with pseudo-sequence DRB1_0802. (5) The peptide sequence is RETYLMCLSPLMANL. The MHC is DRB1_1101 with pseudo-sequence DRB1_1101. The binding affinity (normalized) is 0.602. (6) The peptide sequence is DYVRMWVQAATAMSA. The MHC is DRB5_0101 with pseudo-sequence DRB5_0101. The binding affinity (normalized) is 0.438.